This data is from Full USPTO retrosynthesis dataset with 1.9M reactions from patents (1976-2016). The task is: Predict the reactants needed to synthesize the given product. (1) Given the product [Br:1][CH2:2][C:3]1[CH:10]=[CH:9][C:6]([CH:7]=[O:23])=[CH:5][C:4]=1[Cl:11], predict the reactants needed to synthesize it. The reactants are: [Br:1][CH2:2][C:3]1[CH:10]=[CH:9][C:6]([C:7]#N)=[CH:5][C:4]=1[Cl:11].[H-].C([Al+]CC(C)C)C(C)C.Cl.[OH2:23]. (2) Given the product [OH:25][CH2:24][CH2:23][O:22][C:19]1[CH:20]=[C:21]2[C:16]([CH:15]=[CH:14][C:13](=[O:26])[N:12]2[CH2:11][CH2:10][C:5]23[CH2:8][CH2:9][C:2]([NH:1][CH2:38][C:36]4[CH:35]=[CH:34][C:31]5[O:32][CH2:33][C:28](=[O:27])[NH:29][C:30]=5[N:37]=4)([CH2:7][CH2:6]2)[CH2:3][O:4]3)=[N:17][CH:18]=1, predict the reactants needed to synthesize it. The reactants are: [NH2:1][C:2]12[CH2:9][CH2:8][C:5]([CH2:10][CH2:11][N:12]3[C:21]4[C:16](=[N:17][CH:18]=[C:19]([O:22][CH2:23][CH2:24][OH:25])[CH:20]=4)[CH:15]=[CH:14][C:13]3=[O:26])([CH2:6][CH2:7]1)[O:4][CH2:3]2.[O:27]=[C:28]1[CH2:33][O:32][C:31]2[CH:34]=[CH:35][C:36]([CH:38]=O)=[N:37][C:30]=2[NH:29]1. (3) Given the product [NH2:43][C:42]1[C:36]2[C:35](=[CH:40][CH:39]=[CH:38][C:37]=2[F:41])[C:27]([C:2]2[CH:3]=[C:4]([CH3:19])[C:5]([O:17][CH3:18])=[C:6]([CH2:7][OH:8])[CH:16]=2)([C:23]2[CH:24]=[CH:25][CH:26]=[C:21]([Br:20])[CH:22]=2)[N:28]=1, predict the reactants needed to synthesize it. The reactants are: Br[C:2]1[CH:3]=[C:4]([CH3:19])[C:5]([O:17][CH3:18])=[C:6]([CH:16]=1)[CH2:7][O:8][Si](C(C)(C)C)(C)C.[Br:20][C:21]1[CH:22]=[C:23](/[C:27](/[C:35]2[CH:40]=[CH:39][CH:38]=[C:37]([F:41])[C:36]=2[C:42]#[N:43])=[N:28]\S(C(C)(C)C)=O)[CH:24]=[CH:25][CH:26]=1. (4) Given the product [Br:13][C:2]1[CH:3]=[CH:4][CH:5]=[C:6]2[C:11]=1[CH:10]=[C:9]([OH:12])[CH:8]=[CH:7]2, predict the reactants needed to synthesize it. The reactants are: N[C:2]1[CH:3]=[CH:4][CH:5]=[C:6]2[C:11]=1[CH:10]=[C:9]([OH:12])[CH:8]=[CH:7]2.[BrH:13].N([O-])=O.[Na+]. (5) Given the product [CH2:13]([C:15]1[N:16]=[C:17]([CH2:42][CH2:43][CH3:44])[N:18]([CH2:27][C:28]2[CH:29]=[CH:30][C:31]([C:34]3[CH:39]=[CH:38][CH:37]=[CH:36][C:35]=3[C:40]3[NH:3][C:4](=[O:7])[O:5][N:41]=3)=[CH:32][CH:33]=2)[C:19](=[O:26])[C:20]=1[CH:21]([OH:25])[CH:22]([CH3:23])[CH3:24])[CH3:14], predict the reactants needed to synthesize it. The reactants are: [Cl-].O[NH3+:3].[C:4](=[O:7])([O-])[OH:5].[Na+].CS(C)=O.[CH2:13]([C:15]1[N:16]=[C:17]([CH2:42][CH2:43][CH3:44])[N:18]([CH2:27][C:28]2[CH:33]=[CH:32][C:31]([C:34]3[C:35]([C:40]#[N:41])=[CH:36][CH:37]=[CH:38][CH:39]=3)=[CH:30][CH:29]=2)[C:19](=[O:26])[C:20]=1[CH:21]([OH:25])[CH:22]([CH3:24])[CH3:23])[CH3:14]. (6) The reactants are: [Br:1][C:2]1[C:3]([Cl:20])=[C:4]([C:16]([F:19])([F:18])[F:17])[C:5]([NH:8]C(=O)OC(C)(C)C)=[N:6][CH:7]=1.C(O)(C(F)(F)F)=O. Given the product [Br:1][C:2]1[C:3]([Cl:20])=[C:4]([C:16]([F:17])([F:18])[F:19])[C:5]([NH2:8])=[N:6][CH:7]=1, predict the reactants needed to synthesize it. (7) Given the product [ClH:1].[CH3:2][O:3][C:4](=[O:13])[CH2:5][CH2:6][C:7]1[CH:12]=[CH:11][CH:10]=[CH:9][N:8]=1, predict the reactants needed to synthesize it. The reactants are: [ClH:1].[CH3:2][O:3][C:4](=[O:13])/[CH:5]=[CH:6]/[C:7]1[CH:12]=[CH:11][CH:10]=[CH:9][N:8]=1. (8) Given the product [Br:17][C:2]1[CH:3]=[C:4]2[C:9](=[CH:10][CH:11]=1)[C:8](=[O:12])[CH2:7][CH2:6][CH2:5]2, predict the reactants needed to synthesize it. The reactants are: N[C:2]1[CH:3]=[C:4]2[C:9](=[CH:10][CH:11]=1)[C:8](=[O:12])[CH2:7][CH2:6][CH2:5]2.N([O-])=O.[Na+].[BrH:17]. (9) Given the product [ClH:13].[CH3:8][C:7]1[C:2]([NH:1][C:14]2[N:19]=[CH:18][CH:17]=[CH:16][N:15]=2)=[CH:3][C:4]([NH2:9])=[CH:5][CH:6]=1, predict the reactants needed to synthesize it. The reactants are: [NH2:1][C:2]1[CH:3]=[C:4]([NH:9]C(=O)C)[CH:5]=[CH:6][C:7]=1[CH3:8].[Cl:13][C:14]1[N:19]=[CH:18][CH:17]=[CH:16][N:15]=1.O.